The task is: Predict the reactants needed to synthesize the given product.. This data is from Full USPTO retrosynthesis dataset with 1.9M reactions from patents (1976-2016). (1) The reactants are: C(O[C:4]([C:6]1([CH2:12][CH2:13]OC)[CH2:11][CH2:10][NH:9][CH2:8][CH2:7]1)=[O:5])C.[F:16][C:17]1[CH:22]=[CH:21][C:20]([S:23](Cl)(=[O:25])=[O:24])=[C:19]([C:27]([F:30])([F:29])[F:28])[CH:18]=1.[NH2:31][C:32]1[CH:37]=[CH:36][C:35]([O:38][S:39]([CH3:42])(=[O:41])=[O:40])=[CH:34][CH:33]=1. Given the product [F:16][C:17]1[CH:22]=[CH:21][C:20]([S:23]([N:9]2[CH2:8][CH2:7][C:6]3([C:4](=[O:5])[N:31]([C:32]4[CH:37]=[CH:36][C:35]([O:38][S:39]([CH3:42])(=[O:41])=[O:40])=[CH:34][CH:33]=4)[CH2:13][CH2:12]3)[CH2:11][CH2:10]2)(=[O:25])=[O:24])=[C:19]([C:27]([F:30])([F:29])[F:28])[CH:18]=1, predict the reactants needed to synthesize it. (2) Given the product [Cl:35][C:21]1[C:22]([NH:24][C:25]2[CH:34]=[CH:33][CH:32]=[CH:31][C:26]=2[C:27]([NH:29][CH3:30])=[O:28])=[N:23][C:18]([NH:1][C:2]2[CH:14]=[CH:13][C:5]3[N:6]([CH3:12])[C:7](=[O:11])[CH2:8][CH2:9][CH2:10][C:4]=3[C:3]=2[O:15][CH3:16])=[N:19][CH:20]=1, predict the reactants needed to synthesize it. The reactants are: [NH2:1][C:2]1[CH:14]=[CH:13][C:5]2[N:6]([CH3:12])[C:7](=[O:11])[CH2:8][CH2:9][CH2:10][C:4]=2[C:3]=1[O:15][CH3:16].Cl[C:18]1[N:23]=[C:22]([NH:24][C:25]2[CH:34]=[CH:33][CH:32]=[CH:31][C:26]=2[C:27]([NH:29][CH3:30])=[O:28])[C:21]([Cl:35])=[CH:20][N:19]=1.Cl.O1CCOCC1.C(=O)([O-])[O-]. (3) Given the product [CH3:32][S:33]([O:36][CH2:37][CH2:38][N:39]1[CH2:44][CH2:43][C@@H:42]([NH:45][C:46]([O:48][C:49]([CH3:50])([CH3:51])[CH3:52])=[O:47])[C@H:41]([O:53][CH3:54])[CH2:40]1)(=[O:34])=[O:35], predict the reactants needed to synthesize it. The reactants are: OCCN1CC[C@@H](NC(=O)OC(C)(C)C)[C@H](OC)C1.C(N(CC)CC)C.CS(Cl)(=O)=O.[CH3:32][S:33]([O:36][CH2:37][CH2:38][N:39]1[CH2:44][CH2:43][C@@H:42]([NH:45][C:46]([O:48][C:49]([CH3:52])([CH3:51])[CH3:50])=[O:47])[C@@H:41]([O:53][CH3:54])[CH2:40]1)(=[O:35])=[O:34]. (4) Given the product [O:63]=[C:57]1[NH:58][C:59](=[O:62])[CH:60]=[CH:61][N:56]1[C@@H:51]1[O:50][C@H:49]([C@H:9]([O:8][CH:6]2[C@H:5]([O:64][CH3:65])[C@@H:4]([OH:66])[C@@H:3]([CH2:2][NH:1][CH2:2][CH2:3][CH2:4][CH2:5][CH3:6])[O:7]2)[CH:10]([C:46]([OH:48])=[O:47])[N:11]([CH2:67][CH2:68][CH2:69][CH2:70][CH3:71])[CH2:12][CH2:13][CH2:14][NH:15][C:16](=[O:45])[CH:17]([CH:40]([OH:44])[CH:41]([CH3:42])[CH3:43])[NH:18][C:19](=[O:39])[CH:20]([CH:32]2[CH2:37][CH2:36][NH:35][C:34](=[NH:38])[NH:33]2)[NH:21][C:22](=[O:31])[NH:23][CH:24]([CH:28]([CH3:29])[CH3:30])[C:25]([OH:27])=[O:26])[C@@H:53]([OH:54])[C@H:52]1[OH:55], predict the reactants needed to synthesize it. The reactants are: [NH2:1][CH2:2][CH:3]1[O:7][CH:6]([O:8][CH:9]([CH:49]2[CH:53]([OH:54])[CH:52]([OH:55])[CH:51]([N:56]3[CH:61]=[CH:60][C:59](=[O:62])[NH:58][C:57]3=[O:63])[O:50]2)[CH:10]([C:46]([OH:48])=[O:47])[NH:11][CH2:12][CH2:13][CH2:14][NH:15][C:16](=[O:45])[CH:17]([CH:40]([OH:44])[CH:41]([CH3:43])[CH3:42])[NH:18][C:19](=[O:39])[CH:20]([CH:32]2[CH2:37][CH2:36][NH:35][C:34](=[NH:38])[NH:33]2)[NH:21][C:22](=[O:31])[NH:23][CH:24]([CH:28]([CH3:30])[CH3:29])[C:25]([OH:27])=[O:26])[CH:5]([O:64][CH3:65])[CH:4]1[OH:66].[CH:67](=O)[CH2:68][CH2:69][CH2:70][CH3:71].C([BH3-])#N.[Na+].Cl.